Dataset: Reaction yield outcomes from USPTO patents with 853,638 reactions. Task: Predict the reaction yield, written as a fraction of the theoretical maximum amount of product (1.0 means a 100% yield; for example, 0.34 means a 34% yield). (1) The reactants are [Cl:1][C:2]1[N:7]=[N:6][C:5]([NH:8]C(=O)OC(C)(C)C)=[CH:4][C:3]=1[O:16][CH3:17].FC(F)(F)C(O)=O. The catalyst is ClCCl. The product is [Cl:1][C:2]1[N:7]=[N:6][C:5]([NH2:8])=[CH:4][C:3]=1[O:16][CH3:17]. The yield is 0.670. (2) The reactants are Br[C:2]1[CH:3]=[C:4]2[C:8](=[C:9]([F:11])[CH:10]=1)[NH:7][C:6](=[O:12])[C:5]2([CH3:14])[CH3:13].[C:15]([O:19][C:20]([N:22]1[CH:26]=[CH:25][CH:24]=[C:23]1B(O)O)=[O:21])([CH3:18])([CH3:17])[CH3:16].[F-].[K+].C1COCC1. The catalyst is CCOC(C)=O.P(C(C)(C)C)(C(C)(C)C)C(C)(C)C. The product is [F:11][C:9]1[CH:10]=[C:2]([C:23]2[N:22]([C:20]([O:19][C:15]([CH3:18])([CH3:17])[CH3:16])=[O:21])[CH:26]=[CH:25][CH:24]=2)[CH:3]=[C:4]2[C:8]=1[NH:7][C:6](=[O:12])[C:5]2([CH3:14])[CH3:13]. The yield is 0.880. (3) The reactants are Br[C:2]1[CH:3]=[C:4]2[CH2:10][C@:9]3([CH:15]4[CH2:16][CH2:17][N:12]([CH2:13][CH2:14]4)[CH2:11]3)[O:8][C:5]2=[N:6][CH:7]=1.[CH3:18][Si:19]([C:22]#[CH:23])([CH3:21])[CH3:20].C(N(CC)CC)C. The yield is 0.900. The product is [CH3:18][Si:19]([CH3:21])([CH3:20])[C:22]#[C:23][C:2]1[CH:3]=[C:4]2[CH2:10][C@:9]3([CH:15]4[CH2:16][CH2:17][N:12]([CH2:13][CH2:14]4)[CH2:11]3)[O:8][C:5]2=[N:6][CH:7]=1. The catalyst is C1C=CC([P]([Pd]([P](C2C=CC=CC=2)(C2C=CC=CC=2)C2C=CC=CC=2)([P](C2C=CC=CC=2)(C2C=CC=CC=2)C2C=CC=CC=2)[P](C2C=CC=CC=2)(C2C=CC=CC=2)C2C=CC=CC=2)(C2C=CC=CC=2)C2C=CC=CC=2)=CC=1.C(#N)C. (4) The catalyst is C1COCC1. The reactants are [CH2:1]([O:8][C:9]1[CH:14]=[CH:13][C:12]([C:15](=[O:17])[CH3:16])=[CH:11][CH:10]=1)[CH2:2][CH2:3][CH2:4][CH2:5][CH2:6][CH3:7].[Br-:18].[Br-].[Br-].C1([N+](C)(C)C)C=CC=CC=1.C1([N+](C)(C)C)C=CC=CC=1.C1([N+](C)(C)C)C=CC=CC=1. The yield is 1.00. The product is [Br:18][CH2:16][C:15]([C:12]1[CH:13]=[CH:14][C:9]([O:8][CH2:1][CH2:2][CH2:3][CH2:4][CH2:5][CH2:6][CH3:7])=[CH:10][CH:11]=1)=[O:17].